Dataset: Full USPTO retrosynthesis dataset with 1.9M reactions from patents (1976-2016). Task: Predict the reactants needed to synthesize the given product. (1) The reactants are: [CH2:1]([O:8][C:9](=[O:34])[N:10]([CH2:20][C:21]1[CH:26]=[CH:25][CH:24]=[C:23]([C:27]2[CH:31]=[C:30]([NH2:32])[N:29]([CH3:33])[N:28]=2)[CH:22]=1)[CH2:11][C:12]1[CH:17]=[CH:16][C:15]([O:18][CH3:19])=[CH:14][CH:13]=1)[C:2]1[CH:7]=[CH:6][CH:5]=[CH:4][CH:3]=1.[C:35]1(=O)[CH2:40][CH2:39][CH2:38][CH2:37][CH2:36]1. Given the product [CH2:1]([O:8][C:9](=[O:34])[N:10]([CH2:20][C:21]1[CH:26]=[CH:25][CH:24]=[C:23]([C:27]2[C:31]([C:35]3[CH2:40][CH2:39][CH2:38][CH2:37][CH:36]=3)=[C:30]([NH2:32])[N:29]([CH3:33])[N:28]=2)[CH:22]=1)[CH2:11][C:12]1[CH:13]=[CH:14][C:15]([O:18][CH3:19])=[CH:16][CH:17]=1)[C:2]1[CH:3]=[CH:4][CH:5]=[CH:6][CH:7]=1, predict the reactants needed to synthesize it. (2) Given the product [CH3:8][C:5]1[N:6]=[CH:7][C:2]([NH:18][C:21](=[O:30])[O:15][C:11]([CH3:14])([CH3:13])[CH3:12])=[N:3][CH:4]=1, predict the reactants needed to synthesize it. The reactants are: C[C:2]1[N:3]=[CH:4][C:5]([C:8](O)=O)=[N:6][CH:7]=1.[C:11]([OH:15])([CH3:14])([CH3:13])[CH3:12].CC[N:18]([CH2:21]C)CC.C1(P(N=[N+]=[N-])(C2C=CC=CC=2)=[O:30])C=CC=CC=1. (3) Given the product [Cl:34][C:35]1[CH:36]=[C:37]([NH:38][C:2]2[N:7]=[C:6]([C:8]3[C:9]([C:17]4[CH:18]=[C:19]([NH:23][C:24](=[O:33])[C:25]5[C:26]([F:32])=[CH:27][CH:28]=[CH:29][C:30]=5[F:31])[CH:20]=[CH:21][CH:22]=4)=[N:10][N:11]4[CH:16]=[CH:15][CH:14]=[CH:13][C:12]=34)[CH:5]=[CH:4][N:3]=2)[CH:39]=[CH:40][C:41]=1[O:42][CH2:43][CH2:44][N:45]([CH3:46])[CH3:47], predict the reactants needed to synthesize it. The reactants are: Cl[C:2]1[N:7]=[C:6]([C:8]2[C:9]([C:17]3[CH:18]=[C:19]([NH:23][C:24](=[O:33])[C:25]4[C:30]([F:31])=[CH:29][CH:28]=[CH:27][C:26]=4[F:32])[CH:20]=[CH:21][CH:22]=3)=[N:10][N:11]3[CH:16]=[CH:15][CH:14]=[CH:13][C:12]=23)[CH:5]=[CH:4][N:3]=1.[Cl:34][C:35]1[CH:36]=[C:37]([CH:39]=[CH:40][C:41]=1[O:42][CH2:43][CH2:44][N:45]([CH3:47])[CH3:46])[NH2:38]. (4) The reactants are: [Cl:1][C:2]1[CH:10]=[C:9]([Cl:11])[C:5]([C:6]([OH:8])=[O:7])=[C:4]([N+:12]([O-])=O)[C:3]=1[OH:15]. Given the product [NH2:12][C:4]1[C:3]([OH:15])=[C:2]([Cl:1])[CH:10]=[C:9]([Cl:11])[C:5]=1[C:6]([OH:8])=[O:7], predict the reactants needed to synthesize it.